Dataset: Full USPTO retrosynthesis dataset with 1.9M reactions from patents (1976-2016). Task: Predict the reactants needed to synthesize the given product. Given the product [CH3:1][C:2]1[O:6][C:5]([CH:7]2[NH:9][C:10]3[C:11](=[CH:12][CH:13]=[CH:14][CH:15]=3)[N:16]3[C:17]2=[C:18]2[N:19]([CH3:34])[C:20](=[O:33])[N:21]([CH3:32])[C:22](=[O:31])[C:23]2=[C:24]3[C:25]2[CH:30]=[CH:29][CH:28]=[CH:27][CH:26]=2)=[CH:4][CH:3]=1, predict the reactants needed to synthesize it. The reactants are: [CH3:1][C:2]1[O:6][C:5]([CH:7]=O)=[CH:4][CH:3]=1.[NH2:9][C:10]1[CH:15]=[CH:14][CH:13]=[CH:12][C:11]=1[N:16]1[C:24]([C:25]2[CH:30]=[CH:29][CH:28]=[CH:27][CH:26]=2)=[C:23]2[C:18]([N:19]([CH3:34])[C:20](=[O:33])[N:21]([CH3:32])[C:22]2=[O:31])=[CH:17]1.